Dataset: Full USPTO retrosynthesis dataset with 1.9M reactions from patents (1976-2016). Task: Predict the reactants needed to synthesize the given product. (1) Given the product [OH:7][NH:8][C:9](=[O:37])[CH2:10][C:11]1([C:24]2[S:25][C:26]([C:29]3[CH:34]=[CH:33][C:32]([O:35][CH3:36])=[CH:31][CH:30]=3)=[CH:27][CH:28]=2)[S:17](=[O:18])(=[O:19])[CH2:16][CH2:15][N:14]([S:20]([CH3:23])(=[O:22])=[O:21])[CH2:13][CH2:12]1, predict the reactants needed to synthesize it. The reactants are: O1CCCCC1[O:7][NH:8][C:9](=[O:37])[CH2:10][C:11]1([C:24]2[S:25][C:26]([C:29]3[CH:34]=[CH:33][C:32]([O:35][CH3:36])=[CH:31][CH:30]=3)=[CH:27][CH:28]=2)[S:17](=[O:19])(=[O:18])[CH2:16][CH2:15][N:14]([S:20]([CH3:23])(=[O:22])=[O:21])[CH2:13][CH2:12]1.Cl. (2) Given the product [CH:1]1([O:6][C:7]2[CH:12]=[CH:11][CH:10]=[CH:9][C:8]=2[C:13]2[C:14]3[C:15]4[CH2:26][CH2:25][NH:24][CH2:23][CH2:22][C:16]=4[NH:17][C:18]=3[CH:19]=[CH:20][CH:21]=2)[CH2:2][CH2:4][CH2:5]1, predict the reactants needed to synthesize it. The reactants are: [CH:1]1([O:6][C:7]2[CH:12]=[CH:11][CH:10]=[CH:9][C:8]=2[C:13]2[C:14]3[CH:15]4[CH2:26][CH2:25][NH:24][CH2:23][CH2:22][CH:16]4[NH:17][C:18]=3[CH:19]=[CH:20][CH:21]=2)[CH2:5][CH2:4]C[CH2:2]1.C1(O)CCCC1. (3) Given the product [N:1]1([C:7]([C:9]2[CH:14]=[CH:13][C:12]([C:19]3[CH:20]=[CH:21][C:22]([O:25][CH2:26][CH:27]4[CH2:28][CH2:29][N:30]([C:33]([O:35][CH:36]([CH3:38])[CH3:37])=[O:34])[CH2:31][CH2:32]4)=[CH:23][CH:24]=3)=[CH:11][CH:10]=2)=[O:8])[CH2:6][CH2:5][O:4][CH2:3][CH2:2]1, predict the reactants needed to synthesize it. The reactants are: [N:1]1([C:7]([C:9]2[CH:14]=[CH:13][C:12](B(O)O)=[CH:11][CH:10]=2)=[O:8])[CH2:6][CH2:5][O:4][CH2:3][CH2:2]1.Br[C:19]1[CH:24]=[CH:23][C:22]([O:25][CH2:26][CH:27]2[CH2:32][CH2:31][N:30]([C:33]([O:35][CH:36]([CH3:38])[CH3:37])=[O:34])[CH2:29][CH2:28]2)=[CH:21][CH:20]=1. (4) Given the product [CH3:1][O:2][C:3]1[CH:4]=[C:5]2[C:9](=[CH:10][CH:11]=1)[NH:8][N:7]=[C:6]2[CH2:12][NH2:13], predict the reactants needed to synthesize it. The reactants are: [CH3:1][O:2][C:3]1[CH:4]=[C:5]2[C:9](=[CH:10][CH:11]=1)[NH:8][N:7]=[C:6]2[C:12]#[N:13].[NH4+].[OH-]. (5) The reactants are: [Cl:1][C:2]1[CH:7]=[CH:6][C:5]([C:8]2([OH:28])[C:16]3[C:11](=[CH:12][CH:13]=[CH:14][CH:15]=3)[C:10](=[O:17])[N:9]2[CH2:18][C:19]2[CH:24]=[CH:23][C:22]([N+:25]([O-:27])=[O:26])=[CH:21][CH:20]=2)=[CH:4][CH:3]=1.[C@H:29]1([CH2:37]O)[CH2:34][CH2:33][C@H:32]([CH2:35][OH:36])[CH2:31][CH2:30]1. Given the product [Cl:1][C:2]1[CH:7]=[CH:6][C:5]([C:8]2([O:28][CH2:37][CH:29]3[CH2:34][CH2:33][CH:32]([CH2:35][OH:36])[CH2:31][CH2:30]3)[C:16]3[C:11](=[CH:12][CH:13]=[CH:14][CH:15]=3)[C:10](=[O:17])[N:9]2[CH2:18][C:19]2[CH:24]=[CH:23][C:22]([N+:25]([O-:27])=[O:26])=[CH:21][CH:20]=2)=[CH:4][CH:3]=1, predict the reactants needed to synthesize it.